Dataset: Catalyst prediction with 721,799 reactions and 888 catalyst types from USPTO. Task: Predict which catalyst facilitates the given reaction. (1) Product: [I:1][C:2]1[CH:3]=[CH:4][C:12]2[C:11]3[C:10](=[CH:9][CH:8]=[CH:7][CH:6]=3)[C:26]([CH3:27])([CH3:21])[C:13]=2[CH:14]=1. Reactant: [I:1][C:2]1[CH:14]=[CH:13][C:12]2[C:11]3[C:6](=[CH:7][CH:8]=[CH:9][CH:10]=3)C[C:4]=2[CH:3]=1.CS(C)=O.[OH-].[Na+].[CH3:21]I.C(O[CH2:26][CH3:27])C. The catalyst class is: 786. (2) Reactant: [CH2:1]([O:8][C:9]1[CH:14]=[CH:13][C:12]([C:15](=[O:17])[CH3:16])=[CH:11][C:10]=1[CH3:18])[C:2]1[CH:7]=[CH:6][CH:5]=[CH:4][CH:3]=1.CCN(C(C)C)C(C)C.FC(F)(F)S(O[Si](C)(C)C)(=O)=O.C1C(=O)N([Br:47])C(=O)C1. Product: [CH2:1]([O:8][C:9]1[CH:14]=[CH:13][C:12]([C:15](=[O:17])[CH2:16][Br:47])=[CH:11][C:10]=1[CH3:18])[C:2]1[CH:3]=[CH:4][CH:5]=[CH:6][CH:7]=1. The catalyst class is: 2.